Dataset: NCI-60 drug combinations with 297,098 pairs across 59 cell lines. Task: Regression. Given two drug SMILES strings and cell line genomic features, predict the synergy score measuring deviation from expected non-interaction effect. (1) Drug 1: C1CCC(C1)C(CC#N)N2C=C(C=N2)C3=C4C=CNC4=NC=N3. Drug 2: C1C(C(OC1N2C=NC(=NC2=O)N)CO)O. Cell line: HOP-62. Synergy scores: CSS=8.14, Synergy_ZIP=-4.48, Synergy_Bliss=-1.64, Synergy_Loewe=-14.2, Synergy_HSA=-4.86. (2) Drug 1: CS(=O)(=O)OCCCCOS(=O)(=O)C. Drug 2: CC1C(C(CC(O1)OC2CC(CC3=C2C(=C4C(=C3O)C(=O)C5=CC=CC=C5C4=O)O)(C(=O)C)O)N)O. Cell line: SK-MEL-2. Synergy scores: CSS=14.6, Synergy_ZIP=-2.07, Synergy_Bliss=-5.69, Synergy_Loewe=-54.0, Synergy_HSA=-7.70. (3) Drug 1: C1CCC(CC1)NC(=O)N(CCCl)N=O. Drug 2: CC(C)NC(=O)C1=CC=C(C=C1)CNNC.Cl. Cell line: IGROV1. Synergy scores: CSS=38.1, Synergy_ZIP=9.22, Synergy_Bliss=11.8, Synergy_Loewe=4.53, Synergy_HSA=9.46. (4) Drug 1: C1C(C(OC1N2C=C(C(=O)NC2=O)F)CO)O. Drug 2: C1=NNC2=C1C(=O)NC=N2. Cell line: OVCAR-4. Synergy scores: CSS=17.6, Synergy_ZIP=-5.96, Synergy_Bliss=-1.94, Synergy_Loewe=-19.6, Synergy_HSA=0.503. (5) Drug 1: C1CN(CCN1C(=O)CCBr)C(=O)CCBr. Drug 2: C1CCC(C(C1)N)N.C(=O)(C(=O)[O-])[O-].[Pt+4]. Cell line: T-47D. Synergy scores: CSS=15.2, Synergy_ZIP=-10.4, Synergy_Bliss=-1.42, Synergy_Loewe=-4.32, Synergy_HSA=0.0977. (6) Drug 1: CN1C2=C(C=C(C=C2)N(CCCl)CCCl)N=C1CCCC(=O)O.Cl. Drug 2: C1CC(=O)NC(=O)C1N2C(=O)C3=CC=CC=C3C2=O. Cell line: DU-145. Synergy scores: CSS=-4.91, Synergy_ZIP=3.43, Synergy_Bliss=0.0440, Synergy_Loewe=-0.295, Synergy_HSA=-5.66.